From a dataset of Clinical trial toxicity outcomes and FDA approval status for drugs. Regression/Classification. Given a drug SMILES string, predict its toxicity properties. Task type varies by dataset: regression for continuous values (e.g., LD50, hERG inhibition percentage) or binary classification for toxic/non-toxic outcomes (e.g., AMES mutagenicity, cardiotoxicity, hepatotoxicity). Dataset: clintox. The drug is C[C@H]([NH3+])[C@H](O)c1cccc(O)c1. The result is 0 (passed clinical trial).